From a dataset of Forward reaction prediction with 1.9M reactions from USPTO patents (1976-2016). Predict the product of the given reaction. (1) Given the reactants [CH2:1]([C:3]1[CH:8]=[CH:7][C:6]([C@H:9]2[CH2:14][C@@H:13]([C:15]([F:18])([F:17])[F:16])[N:12]3[N:19]=[CH:20][C:21]([C:22](O)=[O:23])=[C:11]3[NH:10]2)=[CH:5][CH:4]=1)[CH3:2].CN(C(ON1N=NC2C=CC=NC1=2)=[N+](C)C)C.F[P-](F)(F)(F)(F)F.C(N(CC)C(C)C)(C)C.[F:58][C:59]1[CH:64]=[C:63]([CH3:65])[CH:62]=[CH:61][C:60]=1[CH2:66][NH2:67], predict the reaction product. The product is: [CH2:1]([C:3]1[CH:4]=[CH:5][C:6]([C@H:9]2[CH2:14][C@@H:13]([C:15]([F:17])([F:16])[F:18])[N:12]3[N:19]=[CH:20][C:21]([C:22]([NH:67][CH2:66][C:60]4[CH:61]=[CH:62][C:63]([CH3:65])=[CH:64][C:59]=4[F:58])=[O:23])=[C:11]3[NH:10]2)=[CH:7][CH:8]=1)[CH3:2]. (2) Given the reactants [CH3:1][C:2]1[CH:20]=[CH:19][C:5]2[NH:6][C:7](=[O:18])[C:8]3[C:13]4[CH2:14][CH2:15][CH2:16][CH2:17][C:12]=4[S:11][C:9]=3[S:10][C:4]=2[CH:3]=1.ClC1C(=O)C(C#N)=C(C#N)C(=O)C=1Cl, predict the reaction product. The product is: [CH3:1][C:2]1[CH:20]=[CH:19][C:5]2[NH:6][C:7](=[O:18])[C:8]3[C:13]4[CH:14]=[CH:15][CH:16]=[CH:17][C:12]=4[S:11][C:9]=3[S:10][C:4]=2[CH:3]=1. (3) Given the reactants [Cl:1][C:2]1[C:3]([O:12][C:13]2[CH:18]=[C:17]([OH:19])[CH:16]=[CH:15][C:14]=2/[CH:20]=[CH:21]/[C:22]([O:24][CH2:25][CH3:26])=[O:23])=[N:4][CH:5]=[C:6]([C:8]([F:11])([F:10])[F:9])[CH:7]=1.C(=O)([O-])[O-].[K+].[K+].CC1C=CC(S(O[CH2:44][CH2:45][CH2:46][S:47]([CH3:50])(=[O:49])=[O:48])(=O)=O)=CC=1.Cl, predict the reaction product. The product is: [Cl:1][C:2]1[C:3]([O:12][C:13]2[CH:18]=[C:17]([O:19][CH2:44][CH2:45][CH2:46][S:47]([CH3:50])(=[O:49])=[O:48])[CH:16]=[CH:15][C:14]=2/[CH:20]=[CH:21]/[C:22]([O:24][CH2:25][CH3:26])=[O:23])=[N:4][CH:5]=[C:6]([C:8]([F:9])([F:11])[F:10])[CH:7]=1. (4) Given the reactants C(Cl)(=O)C(Cl)=O.[C:7]1([CH3:25])[CH:12]=[CH:11][C:10]([C:13]2[O:14][C:15]3[C:16](=[C:18]([C:22](O)=[O:23])[CH:19]=[CH:20][CH:21]=3)[N:17]=2)=[CH:9][CH:8]=1.[NH4+:26].[OH-], predict the reaction product. The product is: [C:7]1([CH3:25])[CH:12]=[CH:11][C:10]([C:13]2[O:14][C:15]3[C:16](=[C:18]([C:22]([NH2:26])=[O:23])[CH:19]=[CH:20][CH:21]=3)[N:17]=2)=[CH:9][CH:8]=1. (5) The product is: [C:1]([C:3]1[CH:4]=[C:5]([CH:9]=[CH:10][CH:11]=1)[C:6]([S:13][CH3:12])=[O:7])#[CH:2]. Given the reactants [C:1]([C:3]1[CH:4]=[C:5]([CH:9]=[CH:10][CH:11]=1)[C:6](Cl)=[O:7])#[CH:2].[CH3:12][S-:13].[Na+], predict the reaction product. (6) The product is: [CH2:1]([N:3]1[CH2:12][CH2:11][C:10]2[N:9]=[C:8]([NH:13][C:14]([NH:16][C@@H:17]([C:19]3[CH:24]=[CH:23][CH:22]=[CH:21][CH:20]=3)[CH3:18])=[O:15])[CH:7]=[C:6]3[NH:25][N:26]=[C:4]1[C:5]=23)[CH3:2]. Given the reactants [CH2:1]([N:3]1[CH2:12][CH2:11][C:10]2[N:9]=[C:8]([NH:13][C:14]([NH:16][C@@H:17]([C:19]3[CH:24]=[CH:23][CH:22]=[CH:21][CH:20]=3)[CH3:18])=[O:15])[CH:7]=[C:6]3[N:25](C(C4C=CC=CC=4)(C4C=CC=CC=4)C4C=CC=CC=4)[N:26]=[C:4]1[C:5]=23)[CH3:2].C([SiH](CC)CC)C, predict the reaction product. (7) Given the reactants [Cl:1][C:2]1[C:7]([NH:8][S:9]([CH3:12])(=[O:11])=[O:10])=[CH:6][C:5]([C:13]2[CH:21]=[C:20]3[C:16]([CH:17]=[N:18][N:19]3S(C3C=CC(C)=CC=3)(=O)=O)=[C:15]([C:32]3[O:33][C:34]([CH2:37]Cl)=[N:35][N:36]=3)[CH:14]=2)=[CH:4][N:3]=1.[CH3:39][C@H:40]1[O:45][C@@H:44]([CH3:46])[CH2:43][NH:42][CH2:41]1, predict the reaction product. The product is: [Cl:1][C:2]1[C:7]([NH:8][S:9]([CH3:12])(=[O:10])=[O:11])=[CH:6][C:5]([C:13]2[CH:21]=[C:20]3[C:16]([CH:17]=[N:18][NH:19]3)=[C:15]([C:32]3[O:33][C:34]([CH2:37][N:42]4[CH2:41][C@H:40]([CH3:39])[O:45][C@H:44]([CH3:46])[CH2:43]4)=[N:35][N:36]=3)[CH:14]=2)=[CH:4][N:3]=1. (8) The product is: [CH3:1][O:2][C:3]1[CH:4]=[CH:5][C:6]([CH2:7][N:8]2[C:12]3=[N:13][CH:14]=[CH:15][C:16]([O:17][C:18]4[CH:23]=[CH:22][C:21]([C:24]([NH:25][C:26]5[CH:31]=[C:30]([C:32]([F:35])([F:33])[F:34])[CH:29]=[CH:28][N:27]=5)=[O:36])=[CH:20][CH:19]=4)=[C:11]3[C:10]([NH:37][C@@H:38]3[CH2:43][CH2:42][CH2:41][NH:40][CH2:39]3)=[N:9]2)=[CH:51][CH:52]=1. Given the reactants [CH3:1][O:2][C:3]1[CH:52]=[CH:51][C:6]([CH2:7][N:8]2[C:12]3=[N:13][CH:14]=[CH:15][C:16]([O:17][C:18]4[CH:23]=[CH:22][C:21]([C:24](=[O:36])[NH:25][C:26]5[CH:31]=[C:30]([C:32]([F:35])([F:34])[F:33])[CH:29]=[CH:28][N:27]=5)=[CH:20][CH:19]=4)=[C:11]3[C:10]([NH:37][C@@H:38]3[CH2:43][CH2:42][CH2:41][N:40](C(OC(C)(C)C)=O)[CH2:39]3)=[N:9]2)=[CH:5][CH:4]=1.C(O)(C(F)(F)F)=O, predict the reaction product.